This data is from Reaction yield outcomes from USPTO patents with 853,638 reactions. The task is: Predict the reaction yield, written as a fraction of the theoretical maximum amount of product (1.0 means a 100% yield; for example, 0.34 means a 34% yield). (1) The reactants are [Cl:1][C:2]1[CH:7]=[CH:6][C:5]([NH2:8])=[C:4]([C:9]2[CH:13]=[C:12]([C:14]3[CH:19]=[CH:18][C:17]([Cl:20])=[CH:16][C:15]=3[Cl:21])[O:11][N:10]=2)[CH:3]=1.[O:22](S(C(F)(F)F)(=O)=O)[S:23]([C:26]([F:29])([F:28])[F:27])(=O)=[O:24]. The catalyst is ClCCl. The product is [Cl:1][C:2]1[CH:7]=[CH:6][C:5]([NH:8][S:23]([C:26]([F:29])([F:28])[F:27])(=[O:24])=[O:22])=[C:4]([C:9]2[CH:13]=[C:12]([C:14]3[CH:19]=[CH:18][C:17]([Cl:20])=[CH:16][C:15]=3[Cl:21])[O:11][N:10]=2)[CH:3]=1. The yield is 0.460. (2) The reactants are C1CO[C:8]2[CH:7]=[CH:6][C:5]([NH:11][C:12]3[C:17]([F:18])=[CH:16][N:15]=[C:14]([NH:19][C:20]4[CH:25]=[CH:24][CH:23]=[C:22](O)C=4)[N:13]=3)=[CH:4][C:3]=2[O:2]1.ClC1N=C(NC2C=CC=[C:37]([OH:41])[CH:36]=2)C(F)=CN=1.CC1OC(C)=CC=1CN. No catalyst specified. The product is [CH3:36][C:37]1[O:41][C:23]([CH3:22])=[CH:24][C:25]=1[CH2:20][NH:19][C:14]1[N:13]=[C:12]([NH:11][C:5]2[CH:6]=[CH:7][CH:8]=[C:3]([OH:2])[CH:4]=2)[C:17]([F:18])=[CH:16][N:15]=1. The yield is 0.590. (3) No catalyst specified. The yield is 0.448. The reactants are Cl[C:2]1[N:3]=[C:4]([NH:12][CH2:13][CH2:14][CH2:15][CH2:16][CH2:17][CH2:18][CH2:19][CH2:20][CH2:21][CH2:22][CH2:23][CH3:24])[C:5]2[S:10][CH:9]=[C:8]([CH3:11])[C:6]=2[N:7]=1.[CH2:25]([NH2:28])[CH:26]=[CH2:27].C(=O)([O-])O.[Na+]. The product is [CH2:25]([NH:28][C:2]1[N:3]=[C:4]([NH:12][CH2:13][CH2:14][CH2:15][CH2:16][CH2:17][CH2:18][CH2:19][CH2:20][CH2:21][CH2:22][CH2:23][CH3:24])[C:5]2[S:10][CH:9]=[C:8]([CH3:11])[C:6]=2[N:7]=1)[CH:26]=[CH2:27]. (4) The reactants are CC(C)([O-])C.[Na+].CC1(C)C2C(=C(P(C3C=CC=CC=3)C3C=CC=CC=3)C=CC=2)OC2C(P(C3C=CC=CC=3)C3C=CC=CC=3)=CC=CC1=2.Br[C:50]1[CH:51]=[C:52]2[C:58]([C:59]([F:71])([F:70])[C:60]3[CH:61]=[C:62]4[C:67](=[CH:68][CH:69]=3)[N:66]=[CH:65][CH:64]=[CH:63]4)=[N:57][O:56][C:53]2=[N:54][CH:55]=1.[CH:72]1([NH2:76])[CH2:75][CH2:74][CH2:73]1. The catalyst is C1(C)C=CC=CC=1.ClCCl.C1C=CC(/C=C/C(/C=C/C2C=CC=CC=2)=O)=CC=1.C1C=CC(/C=C/C(/C=C/C2C=CC=CC=2)=O)=CC=1.C1C=CC(/C=C/C(/C=C/C2C=CC=CC=2)=O)=CC=1.[Pd].[Pd]. The product is [CH:72]1([NH:76][C:50]2[CH:51]=[C:52]3[C:58]([C:59]([F:71])([F:70])[C:60]4[CH:61]=[C:62]5[C:67](=[CH:68][CH:69]=4)[N:66]=[CH:65][CH:64]=[CH:63]5)=[N:57][O:56][C:53]3=[N:54][CH:55]=2)[CH2:75][CH2:74][CH2:73]1. The yield is 0.0500. (5) The reactants are [F:1][C:2]1[CH:20]=[CH:19][C:18]([CH2:21][C:22]2[C:31]3[C:26](=[CH:27][CH:28]=[CH:29][CH:30]=3)[C:25](=[O:32])[NH:24][N:23]=2)=[CH:17][C:3]=1[C:4]([N:6]1[CH2:9][CH:8]([NH:10][C:11]2([C:15]#[N:16])[CH2:14][CH2:13][CH2:12]2)[CH2:7]1)=[O:5].[ClH:33]. The product is [ClH:33].[F:1][C:2]1[CH:20]=[CH:19][C:18]([CH2:21][C:22]2[C:31]3[C:26](=[CH:27][CH:28]=[CH:29][CH:30]=3)[C:25](=[O:32])[NH:24][N:23]=2)=[CH:17][C:3]=1[C:4]([N:6]1[CH2:9][CH:8]([NH:10][C:11]2([C:15]#[N:16])[CH2:14][CH2:13][CH2:12]2)[CH2:7]1)=[O:5]. The yield is 0.790. No catalyst specified. (6) The reactants are [C:1]([C:5]1[C:6]([O:35][CH3:36])=[C:7]([CH:24]=[C:25]([N:27]2[CH:32]=[CH:31][C:30](=[O:33])[NH:29][C:28]2=[O:34])[CH:26]=1)/[CH:8]=[CH:9]/[C:10]1[CH:18]=[CH:17][C:16]([NH:19][S:20]([CH3:23])(=[O:22])=[O:21])=[CH:15][C:11]=1[C:12](Cl)=[O:13])([CH3:4])([CH3:3])[CH3:2].[NH:37]1[CH:41]=[CH:40]N=N1.C(=O)([O-])[O-].[K+].[K+]. The catalyst is C1S(=O)(=O)CCC1. The product is [C:1]([C:5]1[C:6]([O:35][CH3:36])=[C:7]([CH:24]=[C:25]([N:27]2[CH:32]=[CH:31][C:30](=[O:33])[NH:29][C:28]2=[O:34])[CH:26]=1)/[CH:8]=[CH:9]/[C:10]1[CH:18]=[CH:17][C:16]([NH:19][S:20]([CH3:23])(=[O:22])=[O:21])=[CH:15][C:11]=1[C:12]1[O:13][CH:40]=[CH:41][N:37]=1)([CH3:4])([CH3:3])[CH3:2]. The yield is 0.460. (7) The reactants are C(O)(=[O:3])C.[CH3:5][C:6]1[CH:10]=[C:9]([CH3:11])[NH:8][C:7]=1[C:12]([O:14][CH2:15][CH3:16])=[O:13]. The catalyst is C1COCC1.O. The product is [CH2:15]([O:14][C:12]([C:7]1[NH:8][C:9]([CH:11]=[O:3])=[CH:10][C:6]=1[CH3:5])=[O:13])[CH3:16]. The yield is 0.440. (8) The reactants are [BH4-].[Na+].[Cl:3][C:4]1[CH:9]=[CH:8][C:7]([O:10][C:11]2[CH:16]=[CH:15][C:14]([C:17](=[O:38])[CH:18]([CH2:24][C:25]3[CH:30]=[CH:29][CH:28]=[C:27]([O:31][C:32]([F:37])([F:36])[CH:33]([F:35])[F:34])[CH:26]=3)[C:19]([O:21][CH2:22][CH3:23])=[O:20])=[CH:13][CH:12]=2)=[CH:6][C:5]=1[CH2:39][CH3:40].Cl.O. The catalyst is C(OCC)C.[Cl-].[Zn+2].[Cl-]. The product is [Cl:3][C:4]1[CH:9]=[CH:8][C:7]([O:10][C:11]2[CH:12]=[CH:13][C:14]([CH:17]([OH:38])[CH:18]([CH2:24][C:25]3[CH:30]=[CH:29][CH:28]=[C:27]([O:31][C:32]([F:37])([F:36])[CH:33]([F:35])[F:34])[CH:26]=3)[C:19]([O:21][CH2:22][CH3:23])=[O:20])=[CH:15][CH:16]=2)=[CH:6][C:5]=1[CH2:39][CH3:40]. The yield is 0.750. (9) The reactants are [C:1]([O:5][C:6]([CH:8]1[CH2:13][CH:12]2[CH2:14][CH:9]1[C:10](=[O:15])[O:11]2)=[O:7])([CH3:4])([CH3:3])[CH3:2].[OH-].[Li+].Cl.Cl.[CH2:20]([O:22][C:23]([C@@:25]1([NH2:30])[CH2:27][C@H:26]1[CH:28]=[CH2:29])=[O:24])[CH3:21].C(N(C(C)C)CC)(C)C.CN(C(ON1N=NC2C=CC=NC1=2)=[N+](C)C)C.F[P-](F)(F)(F)(F)F. The catalyst is O1CCOCC1.O. The product is [C:1]([O:5][C:6]([C@@H:8]1[CH2:13][C@@H:12]([OH:11])[CH2:14][C@H:9]1[C:10](=[O:15])[NH:30][C@:25]1([C:23]([O:22][CH2:20][CH3:21])=[O:24])[CH2:27][C@H:26]1[CH:28]=[CH2:29])=[O:7])([CH3:4])([CH3:3])[CH3:2]. The yield is 0.890. (10) The reactants are [CH2:1]([O:3][C@H:4]1[CH2:9][CH2:8][C@H:7]([N:10]2[CH2:15][CH2:14][CH:13]([NH2:16])[CH2:12][CH2:11]2)[CH2:6][CH2:5]1)[CH3:2].C(N(C(C)C)CC)(C)C.F[C:27]1[CH:28]=[C:29]([CH3:36])[CH:30]=[CH:31][C:32]=1[N+:33]([O-:35])=[O:34]. The catalyst is CN(C)C=O. The product is [CH2:1]([O:3][C@H:4]1[CH2:5][CH2:6][C@H:7]([N:10]2[CH2:11][CH2:12][CH:13]([NH:16][C:27]3[CH:28]=[C:29]([CH3:36])[CH:30]=[CH:31][C:32]=3[N+:33]([O-:35])=[O:34])[CH2:14][CH2:15]2)[CH2:8][CH2:9]1)[CH3:2]. The yield is 0.500.